From a dataset of Catalyst prediction with 721,799 reactions and 888 catalyst types from USPTO. Predict which catalyst facilitates the given reaction. Reactant: Cl[C:2]1[C:3]2[C:4](=[CH:14][N:15](CC3C=CC(OC)=CC=3)[N:16]=2)[N:5]=[C:6]([C:8]2[CH:13]=[CH:12][CH:11]=[CH:10][CH:9]=2)[N:7]=1.[O:26]1[CH2:31][CH2:30][NH:29][C:28]2[CH:32]=[C:33]([NH2:36])[CH:34]=[CH:35][C:27]1=2.Cl. Product: [C:8]1([C:6]2[N:7]=[C:2]([NH:36][C:33]3[CH:34]=[CH:35][C:27]4[O:26][CH2:31][CH2:30][NH:29][C:28]=4[CH:32]=3)[C:3]3[NH:16][N:15]=[CH:14][C:4]=3[N:5]=2)[CH:9]=[CH:10][CH:11]=[CH:12][CH:13]=1. The catalyst class is: 71.